Dataset: Catalyst prediction with 721,799 reactions and 888 catalyst types from USPTO. Task: Predict which catalyst facilitates the given reaction. (1) Product: [F:3][C:4]1[C:5]2[C:6]3[C:10](=[CH:11][CH:12]=1)[NH:9][C:8](=[O:13])[C:7]=3[C:16]([C:17]1[NH:18][CH:19]=[CH:20][CH:21]=1)=[CH:15][C:14]=2[CH3:1]. The catalyst class is: 356. Reactant: [CH3:1][Li].[F:3][C:4]1[C:5](/[C:14](/I)=[CH:15]/[C:16](=O)[C:17]2[NH:18][CH:19]=[CH:20][CH:21]=2)=[C:6]2[C:10](=[CH:11][CH:12]=1)[NH:9][C:8](=[O:13])[CH2:7]2. (2) Reactant: [Br:1][C:2]1[C:7]([CH:8]=[O:9])=[C:6]([OH:10])[C:5]([O:11][CH3:12])=[CH:4][CH:3]=1.[BH4-].[Na+].Cl. Product: [Br:1][C:2]1[C:7]([CH2:8][OH:9])=[C:6]([OH:10])[C:5]([O:11][CH3:12])=[CH:4][CH:3]=1. The catalyst class is: 5. (3) Reactant: Cl[C:2]1[N:3]=[C:4]([NH:17][CH:18]2[CH2:20][CH2:19]2)[C:5]2[CH2:10][CH2:9][CH:8]([C:11]3[CH:16]=[CH:15][CH:14]=[CH:13][CH:12]=3)[C:6]=2[N:7]=1.[Cl:21][C:22]1[N:23]=[CH:24][N:25]([C:27]2[CH:33]=[CH:32][C:30]([NH2:31])=[CH:29][C:28]=2[O:34][CH3:35])[CH:26]=1.OS(O)(=O)=O.CCOC(C)=O. Product: [Cl:21][C:22]1[N:23]=[CH:24][N:25]([C:27]2[CH:33]=[CH:32][C:30]([NH:31][C:2]3[N:3]=[C:4]([NH:17][CH:18]4[CH2:20][CH2:19]4)[C:5]4[CH2:10][CH2:9][CH:8]([C:11]5[CH:16]=[CH:15][CH:14]=[CH:13][CH:12]=5)[C:6]=4[N:7]=3)=[CH:29][C:28]=2[O:34][CH3:35])[CH:26]=1. The catalyst class is: 37. (4) Reactant: [CH2:1]([O:3][CH:4]([S:47][CH2:48][CH3:49])[C@@H:5]1[CH2:9][CH2:8][CH2:7][N:6]1[C:10](=[O:46])[C:11]1[CH:16]=[C:15]([O:17][CH3:18])[C:14]([O:19][CH2:20][CH2:21][CH2:22][CH2:23][CH2:24][O:25][C:26]2[C:40]([O:41][CH3:42])=[CH:39][C:29]3[C:30](=[O:38])[N:31]4[CH2:37][CH2:36][CH2:35][C@H:32]4[CH2:33][NH:34][C:28]=3[CH:27]=2)=[CH:13][C:12]=1[N+:43]([O-])=O)[CH3:2].CO.O.O.Cl[Sn]Cl.C([O-])(O)=O.[Na+]. Product: [CH2:1]([O:3][CH:4]([S:47][CH2:48][CH3:49])[C@@H:5]1[CH2:9][CH2:8][CH2:7][N:6]1[C:10](=[O:46])[C:11]1[CH:16]=[C:15]([O:17][CH3:18])[C:14]([O:19][CH2:20][CH2:21][CH2:22][CH2:23][CH2:24][O:25][C:26]2[C:40]([O:41][CH3:42])=[CH:39][C:29]3[C:30](=[O:38])[N:31]4[CH2:37][CH2:36][CH2:35][C@H:32]4[CH2:33][NH:34][C:28]=3[CH:27]=2)=[CH:13][C:12]=1[NH2:43])[CH3:2]. The catalyst class is: 4. (5) Reactant: [CH2:1]([NH:9][C:10]([C:12]1[CH:13]=[C:14]([C:34]2[CH:39]=[C:38]([CH:40]([CH3:42])[CH3:41])[CH:37]=[CH:36][C:35]=2[O:43][CH3:44])[C:15]([O:26][CH2:27][C:28]2[CH:33]=[CH:32][CH:31]=[CH:30][CH:29]=2)=[CH:16][C:17]=1[O:18][CH2:19][C:20]1[CH:25]=[CH:24][CH:23]=[CH:22][CH:21]=1)=O)[CH2:2][C:3]1[CH:8]=[CH:7][CH:6]=[CH:5][CH:4]=1.P(Cl)(Cl)(Cl)(Cl)Cl.[Si]([N:55]=[N+:56]=[N-:57])(C)(C)C. Product: [CH2:19]([O:18][C:17]1[CH:16]=[C:15]([O:26][CH2:27][C:28]2[CH:33]=[CH:32][CH:31]=[CH:30][CH:29]=2)[C:14]([C:34]2[CH:39]=[C:38]([CH:40]([CH3:42])[CH3:41])[CH:37]=[CH:36][C:35]=2[O:43][CH3:44])=[CH:13][C:12]=1[C:10]1[N:9]([CH2:1][CH2:2][C:3]2[CH:4]=[CH:5][CH:6]=[CH:7][CH:8]=2)[N:57]=[N:56][N:55]=1)[C:20]1[CH:25]=[CH:24][CH:23]=[CH:22][CH:21]=1. The catalyst class is: 4. (6) Product: [CH3:33][CH2:32][CH2:31][CH:30]([CH3:35])[CH3:29].[CH2:19]([N:23]([CH2:59][CH2:60][CH2:61][OH:62])[C:24](=[O:58])[CH2:25][CH2:26][O:27][CH2:28][CH2:29][C:30]1[CH:35]=[CH:34][CH:33]=[C:32]([CH2:36][N:37]2[CH2:38][CH2:39][C:40]3([O:45][CH2:44][CH2:43][N:42]([C:46]([C:48]4[N:49]=[C:50]([CH2:53][CH3:54])[S:51][CH:52]=4)=[O:47])[CH2:41]3)[CH2:55][CH2:56]2)[C:31]=1[Cl:57])[CH2:20][CH2:21][CH3:22]. Reactant: CCCC[N+](CCCC)(CCCC)CCCC.[F-].[CH2:19]([N:23]([CH2:59][CH2:60][CH2:61][O:62][Si](C(C)(C)C)(C)C)[C:24](=[O:58])[CH2:25][CH2:26][O:27][CH2:28][CH2:29][C:30]1[CH:35]=[CH:34][CH:33]=[C:32]([CH2:36][N:37]2[CH2:56][CH2:55][C:40]3([O:45][CH2:44][CH2:43][N:42]([C:46]([C:48]4[N:49]=[C:50]([CH2:53][CH3:54])[S:51][CH:52]=4)=[O:47])[CH2:41]3)[CH2:39][CH2:38]2)[C:31]=1[Cl:57])[CH2:20][CH2:21][CH3:22]. The catalyst class is: 1.